This data is from Forward reaction prediction with 1.9M reactions from USPTO patents (1976-2016). The task is: Predict the product of the given reaction. (1) Given the reactants [2H][C:2](C(O)([2H])[2H])([C:4]([OH:7])([2H])[2H])[2H].[O:12](C(O)C)C1C=CC=CC=1.[NH2:22][C@H:23]([C:25]([NH:27][C@H:28]([C:32]([NH:34][C@H:35]([C:40]([NH:42][C@H:43]([C:47](N)=[O:48])[C@@H:44]([CH3:46])[OH:45])=[O:41])[CH2:36][C:37](=[O:39])[NH2:38])=[O:33])[C@@H:29]([CH3:31])[OH:30])=[O:26])[CH3:24], predict the reaction product. The product is: [NH:22]([C:4]([CH3:2])=[O:7])[C@H:23]([C:25]([NH:27][C@H:28]([C:32]([NH:34][C@H:35]([C:40]([NH:42][C@H:43]([C:47]([OH:48])=[O:12])[C@@H:44]([CH3:46])[OH:45])=[O:41])[CH2:36][C:37](=[O:39])[NH2:38])=[O:33])[C@@H:29]([CH3:31])[OH:30])=[O:26])[CH3:24]. (2) Given the reactants [CH3:1][N:2]([CH3:28])[C:3]1[CH:8]=[CH:7][C:6]([S:9]([NH:12][CH3:13])(=[O:11])=[O:10])=[CH:5][C:4]=1[NH:14][C:15]1[C:24]2[C:19](=[CH:20][CH:21]=[C:22]([N+:25]([O-])=O)[CH:23]=2)[N:18]=[CH:17][N:16]=1, predict the reaction product. The product is: [NH2:25][C:22]1[CH:23]=[C:24]2[C:19](=[CH:20][CH:21]=1)[N:18]=[CH:17][N:16]=[C:15]2[NH:14][C:4]1[CH:5]=[C:6]([S:9]([NH:12][CH3:13])(=[O:11])=[O:10])[CH:7]=[CH:8][C:3]=1[N:2]([CH3:28])[CH3:1]. (3) Given the reactants O.NN.[N:4]1([CH2:13][CH2:14][N:15]2C(=O)C3C(=CC=CC=3)C2=O)[C:8]2[CH:9]=[CH:10][CH:11]=[CH:12][C:7]=2[N:6]=[CH:5]1, predict the reaction product. The product is: [N:4]1([CH2:13][CH2:14][NH2:15])[C:8]2[CH:9]=[CH:10][CH:11]=[CH:12][C:7]=2[N:6]=[CH:5]1. (4) Given the reactants C([N:8]1[CH2:12][CH:11]([CH2:13][C:14]([F:17])([F:16])[F:15])[CH2:10][C:9]1=[O:18])C1C=CC=CC=1.N.[Na].[Cl-].[NH4+], predict the reaction product. The product is: [F:17][C:14]([F:15])([F:16])[CH2:13][CH:11]1[CH2:12][NH:8][C:9](=[O:18])[CH2:10]1. (5) Given the reactants [CH:1](=O)[C:2]1[CH:9]=[CH:8][C:5]([CH:6]=[O:7])=[CH:4][CH:3]=1.[CH2:11]([C:18]1[CH:23]=[CH:22][C:21]([OH:24])=[CH:20][CH:19]=1)[C:12]1[CH:17]=[CH:16][CH:15]=[CH:14][CH:13]=1.[OH2:25].[C:26]1([CH3:36])[CH:31]=[CH:30][C:29](S(O)(=O)=O)=[CH:28][CH:27]=1, predict the reaction product. The product is: [OH:24][C:21]1[CH:20]=[CH:19][C:18]([CH2:11][C:12]2[CH:13]=[CH:14][CH:15]=[CH:16][CH:17]=2)=[CH:23][C:22]=1[C:4]1[C:3]([C:30]2[CH:31]=[C:26]([CH2:36][C:2]3[CH:9]=[CH:8][CH:5]=[CH:4][CH:3]=3)[CH:27]=[CH:28][C:29]=2[OH:25])=[C:2]([CH3:1])[CH:9]=[CH:8][C:5]=1[CH:6]=[O:7]. (6) Given the reactants Br[C:2]1[C:7]([F:8])=[CH:6][C:5]([NH2:9])=[C:4]([CH3:10])[CH:3]=1.[CH3:11][N:12](C=O)C, predict the reaction product. The product is: [NH2:9][C:5]1[C:4]([CH3:10])=[CH:3][C:2]([C:11]#[N:12])=[C:7]([F:8])[CH:6]=1. (7) Given the reactants Br[C:2]1[CH:7]=[CH:6][N:5]=[C:4]2[N:8]([S:11]([C:14]3[CH:20]=[CH:19][C:17]([CH3:18])=[CH:16][CH:15]=3)(=[O:13])=[O:12])[CH:9]=[CH:10][C:3]=12.[B:21]1([B:21]2[O:25][C:24]([CH3:27])([CH3:26])[C:23]([CH3:29])([CH3:28])[O:22]2)[O:25][C:24]([CH3:27])([CH3:26])[C:23]([CH3:29])([CH3:28])[O:22]1.C([O-])(=O)C.[K+].[OH-].[Na+], predict the reaction product. The product is: [CH3:28][C:23]1([CH3:29])[C:24]([CH3:27])([CH3:26])[O:25][B:21]([C:2]2[CH:7]=[CH:6][N:5]=[C:4]3[N:8]([S:11]([C:14]4[CH:20]=[CH:19][C:17]([CH3:18])=[CH:16][CH:15]=4)(=[O:13])=[O:12])[CH:9]=[CH:10][C:3]=23)[O:22]1. (8) Given the reactants [C:1]([N:20]([CH2:24][CH2:25][OH:26])[CH2:21][CH2:22][OH:23])([C:14]1[CH:19]=[CH:18][CH:17]=[CH:16][CH:15]=1)([C:8]1[CH:13]=[CH:12][CH:11]=[CH:10][CH:9]=1)[C:2]1[CH:7]=[CH:6][CH:5]=[CH:4][CH:3]=1.[C:27]1([CH3:37])[CH:32]=[CH:31][C:30]([S:33](Cl)(=[O:35])=[O:34])=[CH:29][CH:28]=1, predict the reaction product. The product is: [C:1]([N:20]([CH2:24][CH2:25][O:26][S:33]([C:30]1[CH:31]=[CH:32][C:27]([CH3:37])=[CH:28][CH:29]=1)(=[O:35])=[O:34])[CH2:21][CH2:22][O:23][S:33]([C:30]1[CH:31]=[CH:32][C:27]([CH3:37])=[CH:28][CH:29]=1)(=[O:35])=[O:34])([C:8]1[CH:13]=[CH:12][CH:11]=[CH:10][CH:9]=1)([C:14]1[CH:15]=[CH:16][CH:17]=[CH:18][CH:19]=1)[C:2]1[CH:3]=[CH:4][CH:5]=[CH:6][CH:7]=1. (9) Given the reactants Br[CH2:2][CH2:3][CH2:4][C:5]1[CH:10]=[CH:9][C:8]([S:11]([NH:14][C:15]2[CH:16]=[CH:17][CH:18]=[C:19]3[C:23]=2[NH:22][CH:21]=[C:20]3[Cl:24])(=[O:13])=[O:12])=[CH:7][CH:6]=1.[NH:25]1[CH:29]=[CH:28][N:27]=[CH:26]1.CN(C)C=O, predict the reaction product. The product is: [Cl:24][C:20]1[C:19]2[C:23](=[C:15]([NH:14][S:11]([C:8]3[CH:9]=[CH:10][C:5]([CH2:4][CH2:3][CH2:2][N:25]4[CH:29]=[CH:28][N:27]=[CH:26]4)=[CH:6][CH:7]=3)(=[O:13])=[O:12])[CH:16]=[CH:17][CH:18]=2)[NH:22][CH:21]=1.